From a dataset of CYP1A2 inhibition data for predicting drug metabolism from PubChem BioAssay. Regression/Classification. Given a drug SMILES string, predict its absorption, distribution, metabolism, or excretion properties. Task type varies by dataset: regression for continuous measurements (e.g., permeability, clearance, half-life) or binary classification for categorical outcomes (e.g., BBB penetration, CYP inhibition). Dataset: cyp1a2_veith. (1) The molecule is CC(C)(C)n1nnnc1C(c1cccnc1)N(Cc1ccccc1)Cc1ccco1. The result is 0 (non-inhibitor). (2) The result is 0 (non-inhibitor). The drug is O=c1[nH]c(=O)n(CCC2=CCCCC2)c(O)c1C=Nc1cccc(F)c1. (3) The drug is CCOc1ccc(NC(=O)c2oc3ccccc3c2NC(=O)CC)cc1. The result is 1 (inhibitor). (4) The molecule is CCOc1ccc(CCNC(=O)C2CC(=O)N(C3CCCC3)C2)cc1OCC. The result is 1 (inhibitor). (5) The drug is C#CCCCO/N=C1/C[C@@H](O)[C@@H](O)[C@H]2[C@@H]1CC[C@@H]1C(=O)N(C[C@@H]3CCCO3)C(=O)[C@H]12. The result is 0 (non-inhibitor). (6) The drug is Cc1cccc(CNc2ncncc2-c2cccc(C#N)c2)c1. The result is 1 (inhibitor). (7) The molecule is Cc1cc(NC(=O)C2CCCC2)n(-c2nc3ccccc3[nH]2)n1. The result is 1 (inhibitor). (8) The molecule is CCCCNCCOCCOc1ccc(C)cc1[N+](=O)[O-].O=C(O)C(=O)O. The result is 1 (inhibitor). (9) The compound is CN(C(=O)Cc1ccccc1)[C@@H]1CC[C@@]2(CCCO2)C[C@H]1N1CCCC1. The result is 0 (non-inhibitor). (10) The molecule is Cc1ccc(N2CCN(C(=O)c3ccccc3NC(=O)/C=C\C(=O)O)CC2)cc1. The result is 0 (non-inhibitor).